This data is from Catalyst prediction with 721,799 reactions and 888 catalyst types from USPTO. The task is: Predict which catalyst facilitates the given reaction. Reactant: [CH3:1][S:2](Cl)(=[O:4])=[O:3].C(N(CC)CC)C.[NH:13]1[CH2:18][CH2:17][CH:16]([CH2:19][N:20]2[C:28]3[C:23](=[CH:24][C:25]([C:29]4[CH:30]=[N:31][N:32]([CH:34]5[CH2:39][CH2:38][CH2:37][CH2:36][O:35]5)[CH:33]=4)=[CH:26][CH:27]=3)[CH:22]=[CH:21]2)[CH2:15][CH2:14]1.CO. Product: [CH3:1][S:2]([N:13]1[CH2:18][CH2:17][CH:16]([CH2:19][N:20]2[C:28]3[C:23](=[CH:24][C:25]([C:29]4[CH:30]=[N:31][N:32]([CH:34]5[CH2:39][CH2:38][CH2:37][CH2:36][O:35]5)[CH:33]=4)=[CH:26][CH:27]=3)[CH:22]=[CH:21]2)[CH2:15][CH2:14]1)(=[O:4])=[O:3]. The catalyst class is: 46.